Dataset: Full USPTO retrosynthesis dataset with 1.9M reactions from patents (1976-2016). Task: Predict the reactants needed to synthesize the given product. (1) Given the product [CH3:21][C:22]1[C:30]([CH3:31])=[CH:29][CH:28]=[CH:27][C:23]=1[C:24]([N:13]1[CH2:14][CH:15]2[CH:11]([CH2:10][N:9]([C:4]3[N:5]=[C:6]([CH3:8])[CH:7]=[C:2]([CH3:1])[N:3]=3)[CH2:16]2)[CH2:12]1)=[O:25], predict the reactants needed to synthesize it. The reactants are: [CH3:1][C:2]1[CH:7]=[C:6]([CH3:8])[N:5]=[C:4]([N:9]2[CH2:16][CH:15]3[CH:11]([CH2:12][NH:13][CH2:14]3)[CH2:10]2)[N:3]=1.CC(O)=O.[CH3:21][C:22]1[C:30]([CH3:31])=[CH:29][CH:28]=[CH:27][C:23]=1[C:24](O)=[O:25]. (2) Given the product [Cl:23][C:24]1[CH:25]=[C:26]([S:31]([NH:34][C:35]2[CH:36]=[N:37][C:38]([S:43]([CH3:46])(=[O:44])=[O:45])=[CH:39][C:40]=2[OH:41])(=[O:32])=[O:33])[CH:27]=[C:28]([Cl:30])[CH:29]=1, predict the reactants needed to synthesize it. The reactants are: ClC1N=NC(NS(CC2C=C(C#N)C=CC=2Cl)(=O)=O)=C(O)C=1.[Cl:23][C:24]1[CH:25]=[C:26]([S:31]([NH:34][C:35]2[CH:36]=[N:37][C:38]([S:43]([CH3:46])(=[O:45])=[O:44])=[CH:39][C:40]=2[O:41]C)(=[O:33])=[O:32])[CH:27]=[C:28]([Cl:30])[CH:29]=1.ClC1N=NC(NS(CC2C=C(C#N)C=CC=2Cl)(=O)=O)=C(OC)C=1.